This data is from Forward reaction prediction with 1.9M reactions from USPTO patents (1976-2016). The task is: Predict the product of the given reaction. (1) Given the reactants Br[C:2]1[N:7]=[C:6]([NH:8][C:9]2[CH:13]=[C:12]([CH:14]3[CH2:16][CH2:15]3)[NH:11][N:10]=2)[C:5]([CH2:17][O:18][Si:19]([C:22]([CH3:25])([CH3:24])[CH3:23])([CH3:21])[CH3:20])=[CH:4][N:3]=1.[C:26]([NH:30][S:31]([C:34]1[S:38][C:37](B(O)O)=[CH:36][CH:35]=1)(=[O:33])=[O:32])([CH3:29])([CH3:28])[CH3:27].C([O-])([O-])=O.[K+].[K+], predict the reaction product. The product is: [C:26]([NH:30][S:31]([C:34]1[S:38][C:37]([C:2]2[N:7]=[C:6]([NH:8][C:9]3[CH:13]=[C:12]([CH:14]4[CH2:16][CH2:15]4)[NH:11][N:10]=3)[C:5]([CH2:17][O:18][Si:19]([C:22]([CH3:25])([CH3:24])[CH3:23])([CH3:21])[CH3:20])=[CH:4][N:3]=2)=[CH:36][CH:35]=1)(=[O:32])=[O:33])([CH3:29])([CH3:27])[CH3:28]. (2) Given the reactants C([N:4]1[C:12]2[C:7](=[C:8]([N:17]([S:20]([CH:23]=[CH2:24])(=[O:22])=[O:21])[CH2:18][CH3:19])[CH:9]=[C:10]([C:13]([O:15][CH3:16])=[O:14])[CH:11]=2)[C:6](Br)=[CH:5]1)(=O)C.C1(C)C=CC=CC=1P(C1C=CC=CC=1C)C1C=CC=CC=1C.C(N(CC)CC)C, predict the reaction product. The product is: [CH2:18]([N:17]1[C:8]2[C:7]3[C:6](=[CH:5][NH:4][C:12]=3[CH:11]=[C:10]([C:13]([O:15][CH3:16])=[O:14])[CH:9]=2)[CH:24]=[CH:23][S:20]1(=[O:21])=[O:22])[CH3:19]. (3) Given the reactants [C:1]([O:5][C:6]([N:8]1[CH2:13][CH2:12][N:11]([CH2:14][C:15]([N:17]2[C:25]3[C:20](=[CH:21][CH:22]=[C:23]([N+:26]([O-])=O)[CH:24]=3)[CH2:19][CH2:18]2)=[O:16])[CH2:10][C@H:9]1[CH3:29])=[O:7])([CH3:4])([CH3:3])[CH3:2], predict the reaction product. The product is: [C:1]([O:5][C:6]([N:8]1[CH2:13][CH2:12][N:11]([CH2:14][C:15]([N:17]2[C:25]3[C:20](=[CH:21][CH:22]=[C:23]([NH2:26])[CH:24]=3)[CH2:19][CH2:18]2)=[O:16])[CH2:10][C@H:9]1[CH3:29])=[O:7])([CH3:4])([CH3:2])[CH3:3]. (4) The product is: [N:2]([C:3]1[C:4]([C:8]([O:10][CH3:11])=[O:9])=[CH:5][S:6][CH:7]=1)=[C:12]=[S:13]. Given the reactants Cl.[NH2:2][C:3]1[C:4]([C:8]([O:10][CH3:11])=[O:9])=[CH:5][S:6][CH:7]=1.[C:12](Cl)(Cl)=[S:13].C(=O)(O)[O-].[Na+], predict the reaction product. (5) The product is: [F:32][C:31]([F:34])([F:33])[C:29]([OH:35])=[O:30].[F:32][C:31]([F:34])([F:33])[C:29]([OH:35])=[O:30].[F:32][C:31]([F:34])([F:33])[C:29]([OH:35])=[O:30].[N:16]1([C:13]2[CH:14]=[CH:15][C:10]([CH2:9][CH2:8][CH2:7][N:1]3[CH2:2][CH2:3][O:4][CH2:5][CH2:6]3)=[CH:11][CH:12]=2)[CH2:17][CH2:18][NH:19][CH2:20][CH2:21]1. Given the reactants [N:1]1([CH2:7][CH2:8][CH2:9][C:10]2[CH:15]=[CH:14][C:13]([N:16]3[CH2:21][CH2:20][N:19](C(OC(C)(C)C)=O)[CH2:18][CH2:17]3)=[CH:12][CH:11]=2)[CH2:6][CH2:5][O:4][CH2:3][CH2:2]1.[C:29]([OH:35])([C:31]([F:34])([F:33])[F:32])=[O:30].O, predict the reaction product. (6) Given the reactants [F:1][C:2]1[CH:3]=[CH:4][C:5]([O:15][CH2:16][C:17]2[CH:22]=[CH:21][C:20]([F:23])=[CH:19][CH:18]=2)=[C:6]([C:8](=O)[CH2:9][CH2:10][C:11](=O)[CH3:12])[CH:7]=1.[NH2:24][C:25]1[CH:26]=[CH:27][C:28]([CH3:34])=[C:29]([CH:33]=1)[C:30]([OH:32])=[O:31].CC1C=CC(S(O)(=O)=O)=CC=1.Cl, predict the reaction product. The product is: [F:1][C:2]1[CH:3]=[CH:4][C:5]([O:15][CH2:16][C:17]2[CH:22]=[CH:21][C:20]([F:23])=[CH:19][CH:18]=2)=[C:6]([C:8]2[N:24]([C:25]3[CH:33]=[C:29]([C:28]([CH3:34])=[CH:27][CH:26]=3)[C:30]([OH:32])=[O:31])[C:11]([CH3:12])=[CH:10][CH:9]=2)[CH:7]=1. (7) Given the reactants [CH2:1]([O:3][C:4](=[O:20])[C:5]1[CH:10]=[C:9]([O:11][CH2:12][CH3:13])[C:8]([O:14][CH2:15][CH3:16])=[CH:7][C:6]=1[N+:17]([O-])=O)[CH3:2].[H][H], predict the reaction product. The product is: [CH2:1]([O:3][C:4](=[O:20])[C:5]1[CH:10]=[C:9]([O:11][CH2:12][CH3:13])[C:8]([O:14][CH2:15][CH3:16])=[CH:7][C:6]=1[NH2:17])[CH3:2].